Dataset: Full USPTO retrosynthesis dataset with 1.9M reactions from patents (1976-2016). Task: Predict the reactants needed to synthesize the given product. (1) Given the product [CH3:31][C:16]1[C:15]2[C:19](=[CH:20][CH:21]=[CH:22][C:14]=2[NH:13][C:11]([C:8]2[N:5]3[CH:6]=[CH:7][C:2]([C:40]4[CH:41]=[N:42][NH:43][CH:44]=4)=[CH:3][C:4]3=[N:10][CH:9]=2)=[O:12])[N:18]([CH2:23][C:24]2[CH:29]=[CH:28][CH:27]=[C:26]([CH3:30])[N:25]=2)[N:17]=1, predict the reactants needed to synthesize it. The reactants are: Br[C:2]1[CH:7]=[CH:6][N:5]2[C:8]([C:11]([NH:13][C:14]3[CH:22]=[CH:21][CH:20]=[C:19]4[C:15]=3[C:16]([CH3:31])=[N:17][N:18]4[CH2:23][C:24]3[CH:29]=[CH:28][CH:27]=[C:26]([CH3:30])[N:25]=3)=[O:12])=[CH:9][N:10]=[C:4]2[CH:3]=1.CC1(C)C(C)(C)OB([C:40]2[CH:41]=[N:42][N:43](C(OC(C)(C)C)=O)[CH:44]=2)O1. (2) The reactants are: [CH:1]12[NH:8][CH:5]([CH2:6][CH2:7]1)[CH2:4][CH2:3][CH2:2]2.[CH3:9][N:10]([CH3:20])[C:11]1[CH:19]=[CH:18][C:14]([C:15](Cl)=[O:16])=[CH:13][CH:12]=1.C1C[O:24]CC1. Given the product [CH3:9][N:10]([CH3:20])[C:11]1[CH:19]=[CH:18][C:14]([C:15]([N:8]2[CH:5]3[CH2:6][CH2:7][CH:1]2[CH2:2][C:3](=[O:24])[CH2:4]3)=[O:16])=[CH:13][CH:12]=1, predict the reactants needed to synthesize it. (3) Given the product [Cl:17][C:16]1[C:12]([N:9]2[CH2:10][CH2:11][CH:6]([C:4]([OH:5])=[O:3])[CH2:7][CH2:8]2)=[N:13][S:14][N:15]=1, predict the reactants needed to synthesize it. The reactants are: C([O:3][C:4]([CH:6]1[CH2:11][CH2:10][N:9]([C:12]2[C:16]([Cl:17])=[N:15][S:14][N:13]=2)[CH2:8][CH2:7]1)=[O:5])C.[OH-].[Na+]. (4) Given the product [CH2:33]([O:30][C:4]1[CH:11]=[C:10]([C:12]2[CH:17]=[C:16]([N:18]3[CH2:23][CH2:22][O:21][CH2:20][C@H:19]3[CH:24]([CH3:25])[CH3:26])[N:15]=[C:14]([NH:27][CH3:28])[N:13]=2)[CH:9]=[C:8]2[C:5]=1[C:6]([NH2:7])=[N:31][NH:32]2)[CH3:34], predict the reactants needed to synthesize it. The reactants are: C(O[C:4]1[CH:11]=[C:10]([C:12]2[CH:17]=[C:16]([N:18]3[CH2:23][CH2:22][O:21][CH2:20][C@H:19]3[CH:24]([CH3:26])[CH3:25])[N:15]=[C:14]([NH:27][CH3:28])[N:13]=2)[CH:9]=[C:8](F)[C:5]=1[C:6]#[N:7])C.[OH2:30].[NH2:31][NH2:32].[CH2:33](O)[CH3:34]. (5) Given the product [Br:8][C:7]1[C:6](=[O:9])[N:5]([CH2:10][C:11]([NH:13][CH2:14][C:15]2[CH:20]=[CH:19][N:18]=[CH:17][CH:16]=2)=[O:12])[N:4]=[CH:3][C:2]=1[O:31][C@@H:30]1[CH2:29][C@@H:25]2[CH2:24][C@@H:23]([C:26]2([CH3:28])[CH3:27])[C@H:22]1[CH3:21], predict the reactants needed to synthesize it. The reactants are: Br[C:2]1[CH:3]=[N:4][N:5]([CH2:10][C:11]([NH:13][CH2:14][C:15]2[CH:20]=[CH:19][N:18]=[CH:17][CH:16]=2)=[O:12])[C:6](=[O:9])[C:7]=1[Br:8].[CH3:21][CH:22]1[CH:30]([OH:31])[CH2:29][CH:25]2[C:26]([CH3:28])([CH3:27])[CH:23]1[CH2:24]2.[H-].[Na+].O. (6) Given the product [Cl:11][C:4]1[N:3]=[C:2]([NH:17][CH2:16][CH2:15][CH2:14][O:13][CH3:12])[C:7]([N+:8]([O-:10])=[O:9])=[CH:6][CH:5]=1, predict the reactants needed to synthesize it. The reactants are: Cl[C:2]1[C:7]([N+:8]([O-:10])=[O:9])=[CH:6][CH:5]=[C:4]([Cl:11])[N:3]=1.[CH3:12][O:13][CH2:14][CH2:15][CH2:16][NH2:17].C(N(C(C)C)CC)(C)C. (7) Given the product [CH2:34]([O:1][CH2:2][CH:3]1[C:31]2[C:26](=[CH:27][CH:28]=[CH:29][CH:30]=2)[O:25][C:5]2([CH2:10][CH2:9][N:8]([C:11]([C:13]3[CH:18]=[CH:17][C:16]([O:19][CH:20]([CH3:21])[CH3:22])=[C:15]([O:23][CH3:24])[CH:14]=3)=[O:12])[CH2:7][CH2:6]2)[CH2:4]1)[CH3:35], predict the reactants needed to synthesize it. The reactants are: [OH:1][CH2:2][CH:3]1[C:31]2[C:26](=[CH:27][CH:28]=[CH:29][CH:30]=2)[O:25][C:5]2([CH2:10][CH2:9][N:8]([C:11]([C:13]3[CH:18]=[CH:17][C:16]([O:19][CH:20]([CH3:22])[CH3:21])=[C:15]([O:23][CH3:24])[CH:14]=3)=[O:12])[CH2:7][CH2:6]2)[CH2:4]1.[H-].[Na+].[CH2:34](I)[CH3:35].